This data is from Forward reaction prediction with 1.9M reactions from USPTO patents (1976-2016). The task is: Predict the product of the given reaction. (1) Given the reactants [CH3:1][O:2][C:3]1[CH:4]=[CH:5][C:6]2[N:10]=[C:9]([C:11](Cl)(Cl)Cl)[N:8]([CH2:15][CH2:16][CH2:17][CH2:18][O:19][CH3:20])[C:7]=2[CH:21]=1.[CH3:22][CH:23]([CH3:43])[CH2:24][NH:25][C@@H:26]1[CH2:31][N:30]([C:32]([O:34][C:35]([CH3:38])([CH3:37])[CH3:36])=[O:33])[CH2:29][C@H:28]([C:39]([O:41]C)=[O:40])[CH2:27]1.C(=O)([O-])[O-:45].[K+].[K+], predict the reaction product. The product is: [C:35]([O:34][C:32]([N:30]1[CH2:31][C@@H:26]([N:25]([C:11]([C:9]2[N:8]([CH2:15][CH2:16][CH2:17][CH2:18][O:19][CH3:20])[C:7]3[CH:21]=[C:3]([O:2][CH3:1])[CH:4]=[CH:5][C:6]=3[N:10]=2)=[O:45])[CH2:24][CH:23]([CH3:43])[CH3:22])[CH2:27][C@@H:28]([C:39]([OH:41])=[O:40])[CH2:29]1)=[O:33])([CH3:38])([CH3:37])[CH3:36]. (2) Given the reactants [N:1]([C:8]([O:10]CC)=[O:9])=[N:1][C:8]([O:10]CC)=[O:9].[C:13]([O:16][CH2:17][CH2:18][O:19][C:20]1[CH:25]=[CH:24][C:23]([C:26]([N:28]2[C:34]3[CH:35]=[CH:36][CH:37]=[CH:38][C:33]=3[CH2:32][N:31](CCO)[C:30](=[O:42])[CH2:29]2)=[O:27])=[C:22]([Cl:43])[CH:21]=1)(=[O:15])[CH3:14].C(OC(N[S:52]([CH3:55])(=[O:54])=[O:53])=O)(C)(C)C.[C:56]1(P(C2C=CC=CC=2)C2C=CC=CC=2)C=CC=C[CH:57]=1.[C:75]1([CH3:81])[CH:80]=CC=C[CH:76]=1, predict the reaction product. The product is: [C:13]([O:16][CH2:17][CH2:18][O:19][C:20]1[CH:25]=[CH:24][C:23]([C:26]([N:28]2[C:34]3[CH:35]=[CH:36][CH:37]=[CH:38][C:33]=3[CH2:32][N:31]([CH2:56][CH:57]([S:52]([CH3:55])(=[O:53])=[O:54])[NH:1][C:8]([O:10][C:75]([CH3:76])([CH3:80])[CH3:81])=[O:9])[C:30](=[O:42])[CH2:29]2)=[O:27])=[C:22]([Cl:43])[CH:21]=1)(=[O:15])[CH3:14]. (3) Given the reactants [CH3:1][O:2][C:3](=[O:22])[C:4]([CH3:21])([N+:18]([O-])=O)[CH2:5][C:6]1[C:14]2[C:9](=[CH:10][CH:11]=[C:12]([O:15][CH2:16][CH3:17])[CH:13]=2)[NH:8][CH:7]=1, predict the reaction product. The product is: [CH3:1][O:2][C:3](=[O:22])[C:4]([NH2:18])([CH3:21])[CH2:5][C:6]1[C:14]2[C:9](=[CH:10][CH:11]=[C:12]([O:15][CH2:16][CH3:17])[CH:13]=2)[NH:8][CH:7]=1. (4) Given the reactants CC1C=CC(S(O[CH2:12][CH2:13][N:14]2[CH2:18][C@H:17]([CH:19]([CH3:21])[CH3:20])[N:16]([C:22]3[CH:27]=[CH:26][N:25]4[N:28]=[CH:29][C:30]([C:31]5[CH:36]=[CH:35][C:34]([C:37]6[N:41]=[CH:40][N:39]([CH2:42][O:43][CH2:44][CH2:45][Si:46]([CH3:49])([CH3:48])[CH3:47])[N:38]=6)=[CH:33][CH:32]=5)=[C:24]4[N:23]=3)[C:15]2=[O:50])(=O)=O)=CC=1.Cl.[F:52][C@@H:53]1[CH2:57][CH2:56][NH:55][CH2:54]1.C(N(C(C)C)C(C)C)C.[OH-].[Na+], predict the reaction product. The product is: [F:52][C@@H:53]1[CH2:57][CH2:56][N:55]([CH2:12][CH2:13][N:14]2[CH2:18][C@H:17]([CH:19]([CH3:20])[CH3:21])[N:16]([C:22]3[CH:27]=[CH:26][N:25]4[N:28]=[CH:29][C:30]([C:31]5[CH:32]=[CH:33][C:34]([C:37]6[N:41]=[CH:40][N:39]([CH2:42][O:43][CH2:44][CH2:45][Si:46]([CH3:47])([CH3:48])[CH3:49])[N:38]=6)=[CH:35][CH:36]=5)=[C:24]4[N:23]=3)[C:15]2=[O:50])[CH2:54]1.